From a dataset of Catalyst prediction with 721,799 reactions and 888 catalyst types from USPTO. Predict which catalyst facilitates the given reaction. (1) Reactant: C(C(C)=O)C.[OH:6][C:7]1[CH:12]=[CH:11][C:10]([C:13]2[CH:18]=[CH:17][CH:16]=[CH:15][CH:14]=2)=[CH:9][CH:8]=1.Br[CH2:20][CH2:21][CH2:22][CH2:23][CH2:24][CH2:25][OH:26].C(=O)([O-])[O-].[K+].[K+]. Product: [C:13]1([C:10]2[CH:9]=[CH:8][C:7]([O:6][CH2:20][CH2:21][CH2:22][CH2:23][CH2:24][CH2:25][OH:26])=[CH:12][CH:11]=2)[CH:18]=[CH:17][CH:16]=[CH:15][CH:14]=1. The catalyst class is: 2. (2) Reactant: S(Cl)(Cl)=O.[CH2:5]([C@H:8]1[CH2:13][CH2:12][C@H:11]([CH:14]([CH2:18][C:19]2[CH:24]=[C:23]([F:25])[C:22]([F:26])=[C:21]([F:27])[CH:20]=2)[C:15](O)=[O:16])[CH2:10][CH2:9]1)[CH2:6][CH3:7].[Cl-].[Al+3].[Cl-].[Cl-].Cl. Product: [F:25][C:23]1[CH:24]=[C:19]2[C:20](=[C:21]([F:27])[C:22]=1[F:26])[C:15](=[O:16])[CH:14]([C@H:11]1[CH2:10][CH2:9][C@H:8]([CH2:5][CH2:6][CH3:7])[CH2:13][CH2:12]1)[CH2:18]2. The catalyst class is: 4. (3) The catalyst class is: 16. Reactant: O1C=CC=C1[C:6]1[C:14]2[C:13]([CH3:15])=[N:12][CH:11]=[N:10][C:9]=2[N:8]([C@@H:16]2[O:22][C@H:21]([CH2:23][OH:24])[C@@H:19]([OH:20])[C@H:17]2[OH:18])[CH:7]=1.BrC1C2C(C)=NC=NC=2N([C@@H:36]2[O:42][C@H:41](CO)[C@@H:39](O)[C@H:37]2O)C=1.O1C=CC(B(O)O)=C1. Product: [O:42]1[CH:36]=[CH:37][C:39]([C:6]2[C:14]3[C:13]([CH3:15])=[N:12][CH:11]=[N:10][C:9]=3[N:8]([C@@H:16]3[O:22][C@H:21]([CH2:23][OH:24])[C@@H:19]([OH:20])[C@H:17]3[OH:18])[CH:7]=2)=[CH:41]1. (4) Reactant: C1C(=O)N([Br:8])C(=O)C1.[CH2:9]([O:16][C:17]1[C:22]([F:23])=[CH:21][C:20]([F:24])=[CH:19][C:18]=1[NH2:25])[C:10]1[CH:15]=[CH:14][CH:13]=[CH:12][CH:11]=1. Product: [CH2:9]([O:16][C:17]1[C:22]([F:23])=[C:21]([Br:8])[C:20]([F:24])=[CH:19][C:18]=1[NH2:25])[C:10]1[CH:11]=[CH:12][CH:13]=[CH:14][CH:15]=1. The catalyst class is: 2. (5) Reactant: [C:1]([O:4][CH2:5][C@@H:6]([N:19]([CH3:42])[C:20]([C:22]1[CH:23]=[C:24]2[C:32](=[CH:33][CH:34]=1)[N:31]([CH3:35])[C:30]1[CH2:29][CH2:28][C@@H:27]([CH:36]3[CH2:41][CH2:40][O:39][CH2:38][CH2:37]3)[CH2:26][C:25]2=1)=[O:21])[CH2:7][CH2:8][C:9]([O:11]CC1C=CC=CC=1)=[O:10])(=[O:3])[CH3:2]. Product: [C:1]([O:4][CH2:5][C@@H:6]([N:19]([CH3:42])[C:20]([C:22]1[CH:23]=[C:24]2[C:32](=[CH:33][CH:34]=1)[N:31]([CH3:35])[C:30]1[CH2:29][CH2:28][C@@H:27]([CH:36]3[CH2:37][CH2:38][O:39][CH2:40][CH2:41]3)[CH2:26][C:25]2=1)=[O:21])[CH2:7][CH2:8][C:9]([OH:11])=[O:10])(=[O:3])[CH3:2]. The catalyst class is: 78. (6) Product: [CH3:15][S:12]([O:11][C:8]1[CH:7]=[CH:6][C:5]([CH2:4][C:3]([OH:16])=[O:2])=[CH:10][CH:9]=1)(=[O:14])=[O:13]. Reactant: C[O:2][C:3](=[O:16])[CH2:4][C:5]1[CH:10]=[CH:9][C:8]([O:11][S:12]([CH3:15])(=[O:14])=[O:13])=[CH:7][CH:6]=1.[Li+].[OH-].Cl.CCOC(C)=O. The catalyst class is: 38.